Dataset: Full USPTO retrosynthesis dataset with 1.9M reactions from patents (1976-2016). Task: Predict the reactants needed to synthesize the given product. (1) Given the product [NH:17]1[C:16]2[CH:26]=[CH:27][CH:28]=[CH:29][C:15]=2[N:14]=[C:13]1[CH2:12][O:11][C:10]1[C:5]([CH:1]2[CH2:2][CH2:3][CH2:4]2)=[CH:6][C:7]2[N:8]([C:30]([C:33]3[CH:38]=[CH:37][C:36]([F:39])=[CH:35][C:34]=3[F:40])=[N:31][N:32]=2)[N:9]=1, predict the reactants needed to synthesize it. The reactants are: [CH:1]1([C:5]2[C:10]([O:11][CH2:12][C:13]3[N:17](COCC[Si](C)(C)C)[C:16]4[CH:26]=[CH:27][CH:28]=[CH:29][C:15]=4[N:14]=3)=[N:9][N:8]3[C:30]([C:33]4[CH:38]=[CH:37][C:36]([F:39])=[CH:35][C:34]=4[F:40])=[N:31][N:32]=[C:7]3[CH:6]=2)[CH2:4][CH2:3][CH2:2]1. (2) Given the product [ClH:36].[NH2:7][C@H:8]([CH2:29][C:30]1[CH:31]=[CH:32][C:33]([Cl:36])=[CH:34][CH:35]=1)[C:9]([N:11]1[CH2:16][CH2:15][CH:14]([C:17]2[CH:18]=[C:19]([C:23]3[CH:28]=[CH:27][CH:26]=[CH:25][CH:24]=3)[CH:20]=[CH:21][CH:22]=2)[CH2:13][CH2:12]1)=[O:10], predict the reactants needed to synthesize it. The reactants are: C(OC(=O)[NH:7][C@H:8]([CH2:29][C:30]1[CH:35]=[CH:34][C:33]([Cl:36])=[CH:32][CH:31]=1)[C:9]([N:11]1[CH2:16][CH2:15][CH:14]([C:17]2[CH:18]=[C:19]([C:23]3[CH:28]=[CH:27][CH:26]=[CH:25][CH:24]=3)[CH:20]=[CH:21][CH:22]=2)[CH2:13][CH2:12]1)=[O:10])(C)(C)C.C(O)(C(F)(F)F)=O. (3) Given the product [C:24](/[C:26](=[CH:30]\[C:31]1[CH:32]=[CH:33][C:34]([F:37])=[CH:35][CH:36]=1)/[C:27]([O:29][N:39]1[C:44](=[O:45])[CH2:43][CH2:42][C:40]1=[O:41])=[O:28])#[N:25], predict the reactants needed to synthesize it. The reactants are: N1(CCNC(=O)/C=C/C2C=CC=CC=2F)C2C=CC=CC=2N=C1.[C:24](/[C:26](=[CH:30]\[C:31]1[CH:36]=[CH:35][C:34]([F:37])=[CH:33][CH:32]=1)/[C:27]([OH:29])=[O:28])#[N:25].O[N:39]1[C:44](=[O:45])[CH2:43][CH2:42][C:40]1=[O:41].CCN=C=NCCCN(C)C.Cl. (4) Given the product [NH2:15][C:16]1[C:17]2[C:24]([C:25]#[C:26][C:27]3[CH:32]=[C:31]([O:33][CH3:34])[CH:30]=[C:29]([O:35][CH3:36])[CH:28]=3)=[CH:23][N:22]([C@@H:37]3[CH2:41][N:40]([C:42]([O:44][C:45]([CH3:46])([CH3:47])[CH3:48])=[O:43])[C@H:39]([C:49]4[O:50][CH:1]=[N:52][N:51]=4)[CH2:38]3)[C:18]=2[N:19]=[CH:20][N:21]=1, predict the reactants needed to synthesize it. The reactants are: [C:1]1(C)C=CC=CC=1.C(OC)(OC)OC.[NH2:15][C:16]1[C:17]2[C:24]([C:25]#[C:26][C:27]3[CH:32]=[C:31]([O:33][CH3:34])[CH:30]=[C:29]([O:35][CH3:36])[CH:28]=3)=[CH:23][N:22]([C@@H:37]3[CH2:41][N:40]([C:42]([O:44][C:45]([CH3:48])([CH3:47])[CH3:46])=[O:43])[C@H:39]([C:49]([NH:51][NH2:52])=[O:50])[CH2:38]3)[C:18]=2[N:19]=[CH:20][N:21]=1.C(O)(=O)C. (5) Given the product [F:21][C:22]1[CH:23]=[C:24]2[C:25]([C:12]3[CH2:11][C:10]4[CH:9]=[CH:8][C:7]([O:6][CH3:5])=[CH:16][C:15]=4[C:14]([CH3:18])([CH3:17])[C:13]=3[NH:28]2)=[CH:26][CH:27]=1, predict the reactants needed to synthesize it. The reactants are: C(O)(=O)C.[CH3:5][O:6][C:7]1[CH:16]=[C:15]2[C:10]([CH2:11][CH2:12][C:13](=O)[C:14]2([CH3:18])[CH3:17])=[CH:9][CH:8]=1.Cl.[F:21][C:22]1[CH:23]=[C:24]([NH:28]N)[CH:25]=[CH:26][CH:27]=1.O. (6) Given the product [C:1]12([CH2:11][O:12][C:13]3[C:21]([CH:22]4[CH2:24][CH2:23]4)=[CH:20][C:16]([C:17]([NH:42][S:39]([CH3:38])(=[O:41])=[O:40])=[O:18])=[C:15]([F:25])[CH:14]=3)[CH2:10][CH:5]3[CH2:6][CH:7]([CH2:9][CH:3]([CH2:4]3)[CH2:2]1)[CH2:8]2, predict the reactants needed to synthesize it. The reactants are: [C:1]12([CH2:11][O:12][C:13]3[C:21]([CH:22]4[CH2:24][CH2:23]4)=[CH:20][C:16]([C:17](O)=[O:18])=[C:15]([F:25])[CH:14]=3)[CH2:10][CH:5]3[CH2:6][CH:7]([CH2:9][CH:3]([CH2:4]3)[CH2:2]1)[CH2:8]2.Cl.CN(C)CCCN=C=NCC.[CH3:38][S:39]([NH2:42])(=[O:41])=[O:40].Cl.